Predict the product of the given reaction. From a dataset of Forward reaction prediction with 1.9M reactions from USPTO patents (1976-2016). (1) Given the reactants C[O:2][C:3](=O)[N:4]=[C:5](SC)[C:6]([C:20]1[CH:21]=[C:22]([CH2:30][CH3:31])[C:23]2[O:28][CH2:27][O:26][CH2:25][C:24]=2[CH:29]=1)=[N:7][C:8]1[CH:13]=[CH:12][C:11]([C:14]2[N:18]=[C:17]([CH3:19])[O:16][N:15]=2)=[CH:10][CH:9]=1.[NH:35]([C:37]1[N:42]=[CH:41][CH:40]=[CH:39][N:38]=1)[NH2:36].C(N(CC)CC)C, predict the reaction product. The product is: [CH2:30]([C:22]1[C:23]2[O:28][CH2:27][O:26][CH2:25][C:24]=2[CH:29]=[C:20]([CH:6]([NH:7][C:8]2[CH:9]=[CH:10][C:11]([C:14]3[N:18]=[C:17]([CH3:19])[O:16][N:15]=3)=[CH:12][CH:13]=2)[C:5]2[NH:4][C:3](=[O:2])[N:35]([C:37]3[N:42]=[CH:41][CH:40]=[CH:39][N:38]=3)[N:36]=2)[CH:21]=1)[CH3:31]. (2) The product is: [Br:20][CH:10]([C:6]1[CH:7]=[CH:8][CH:9]=[C:4]([N+:1]([O-:3])=[O:2])[CH:5]=1)[C:11](=[O:13])[CH3:12]. Given the reactants [N+:1]([C:4]1[CH:5]=[C:6]([CH2:10][C:11](=[O:13])[CH3:12])[CH:7]=[CH:8][CH:9]=1)([O-:3])=[O:2].C1C=C[NH+]=CC=1.[Br:20][Br-]Br, predict the reaction product.